This data is from Peptide-MHC class II binding affinity with 134,281 pairs from IEDB. The task is: Regression. Given a peptide amino acid sequence and an MHC pseudo amino acid sequence, predict their binding affinity value. This is MHC class II binding data. (1) The peptide sequence is RNIYWTDSVPGSVSVA. The MHC is H-2-IAb with pseudo-sequence H-2-IAb. The binding affinity (normalized) is 0.118. (2) The peptide sequence is YDKFLANVSTVLTEK. The MHC is DRB1_0101 with pseudo-sequence DRB1_0101. The binding affinity (normalized) is 0.799.